This data is from Forward reaction prediction with 1.9M reactions from USPTO patents (1976-2016). The task is: Predict the product of the given reaction. (1) Given the reactants [CH3:1][C@@H:2]1[N:7]([CH3:8])[CH2:6][CH2:5][N:4](C(OC(C)(C)C)=O)[CH2:3]1.[ClH:16], predict the reaction product. The product is: [ClH:16].[ClH:16].[CH3:8][N:7]1[CH2:6][CH2:5][NH:4][CH2:3][C@@H:2]1[CH3:1]. (2) Given the reactants [CH2:1]([NH:4][C:5]([C:7]1[C:15]2[C:10](=[CH:11][C:12]([O:16]C)=[CH:13][CH:14]=2)[N:9]([CH3:18])[C:8]=1[CH3:19])=[O:6])[CH2:2][CH3:3].B(Br)(Br)Br, predict the reaction product. The product is: [CH2:1]([NH:4][C:5]([C:7]1[C:15]2[C:10](=[CH:11][C:12]([OH:16])=[CH:13][CH:14]=2)[N:9]([CH3:18])[C:8]=1[CH3:19])=[O:6])[CH2:2][CH3:3]. (3) The product is: [CH:1]1([C:4]2[C:5]([O:18][CH2:19][C:20]34[CH2:26][CH:25]3[CH2:24][CH:23]([F:34])[CH2:22][CH2:21]4)=[CH:6][C:7]([F:17])=[C:8]([CH:16]=2)[C:9]([OH:11])=[O:10])[CH2:2][CH2:3]1. Given the reactants [CH:1]1([C:4]2[C:5]([O:18][CH2:19][C:20]34[CH2:26][CH:25]3[CH2:24][CH:23](O)[CH2:22][CH2:21]4)=[CH:6][C:7]([F:17])=[C:8]([CH:16]=2)[C:9]([O:11]C(C)(C)C)=[O:10])[CH2:3][CH2:2]1.C(N(S(F)(F)[F:34])CC)C.FC(F)(F)C(O)=O, predict the reaction product. (4) Given the reactants [C:1]([N:4]1[C:13]2[C:8](=[CH:9][CH:10]=[CH:11][CH:12]=2)[C:7](=O)[CH2:6][CH:5]1[CH3:15])(=[O:3])[CH3:2].[C:16]([O:19][C:20]1[CH:26]=[CH:25][C:23]([NH2:24])=[CH:22][CH:21]=1)(=[O:18])[CH3:17], predict the reaction product. The product is: [C:1]([N:4]1[C:13]2[C:8](=[CH:9][CH:10]=[CH:11][CH:12]=2)[C:7](=[N:24][C:23]2[CH:22]=[CH:21][C:20]([O:19][C:16](=[O:18])[CH3:17])=[CH:26][CH:25]=2)[CH2:6][CH:5]1[CH3:15])(=[O:3])[CH3:2]. (5) Given the reactants [CH:1]1([O:7][CH:8]2[CH2:13][CH2:12][N:11]([C:14]3[N:19]=[CH:18][C:17]([C:20]4[CH:25]=[CH:24][C:23]([C:26]5[S:30][C:29]([N:31]6[CH2:36][CH2:35][CH:34]([CH2:37][OH:38])[CH2:33][CH2:32]6)=[N:28][N:27]=5)=[CH:22][CH:21]=4)=[CH:16][N:15]=3)[CH2:10][CH2:9]2)[CH2:6][CH2:5][CH2:4][CH2:3][CH2:2]1.CC(OI1(OC(C)=O)(OC(C)=O)OC(=O)C2C=CC=CC1=2)=O.S([O-])([O-])(=O)=S.[Na+].[Na+], predict the reaction product. The product is: [CH:1]1([O:7][CH:8]2[CH2:13][CH2:12][N:11]([C:14]3[N:15]=[CH:16][C:17]([C:20]4[CH:21]=[CH:22][C:23]([C:26]5[S:30][C:29]([N:31]6[CH2:36][CH2:35][CH:34]([CH:37]=[O:38])[CH2:33][CH2:32]6)=[N:28][N:27]=5)=[CH:24][CH:25]=4)=[CH:18][N:19]=3)[CH2:10][CH2:9]2)[CH2:6][CH2:5][CH2:4][CH2:3][CH2:2]1. (6) Given the reactants [C:1]([O:6][CH:7]([O:9][CH2:10][CH3:11])[CH3:8])(=[O:5])[C:2]([CH3:4])=[CH2:3].[C:12]([O:17][CH2:18][C:19]1[CH:24]=[CH:23][CH:22]=[CH:21][CH:20]=1)(=[O:16])[C:13]([CH3:15])=[CH2:14].C(C(C)=O)C(C)C.N(C(C)(CC)C([O-])=O)=NC(C)(CC)C([O-])=O, predict the reaction product. The product is: [C:1]([O:6][CH:7]([O:9][CH2:10][CH3:11])[CH3:8])(=[O:5])[C:2]([CH3:4])=[CH2:3].[C:12]([O:17][CH2:18][C:19]1[CH:20]=[CH:21][CH:22]=[CH:23][CH:24]=1)(=[O:16])[C:13]([CH3:15])=[CH2:14].[C:7]([O:9][CH:10]([CH3:11])[CH2:12][O:17][CH3:18])(=[O:6])[CH3:8]. (7) Given the reactants [F:1][C:2]1[CH:7]=[CH:6][C:5]([C@@H:8]([O:11][Si](CC)(CC)CC)[CH2:9]I)=[CH:4][C:3]=1[NH:19][S:20]([CH3:23])(=[O:22])=[O:21].CCCC[N+](CCCC)(CCCC)CCCC.[F-].C1COCC1.C(OCC)(=O)C, predict the reaction product. The product is: [F:1][C:2]1[CH:7]=[CH:6][C:5]([C@@H:8]2[CH2:9][O:11]2)=[CH:4][C:3]=1[NH:19][S:20]([CH3:23])(=[O:22])=[O:21].